From a dataset of Forward reaction prediction with 1.9M reactions from USPTO patents (1976-2016). Predict the product of the given reaction. (1) Given the reactants [NH2:1][C:2]1[C:11]2[N:12]=[C:13]([CH2:23][CH2:24][CH2:25][CH3:26])[N:14]([CH2:15][C:16]([CH3:22])([CH3:21])[C:17]([O:19]C)=O)[C:10]=2[C:9]2[CH:8]=[CH:7][CH:6]=[CH:5][C:4]=2[N:3]=1.[OH-].[K+].C(Cl)(=O)C(Cl)=O.[NH3:35], predict the reaction product. The product is: [NH2:1][C:2]1[C:11]2[N:12]=[C:13]([CH2:23][CH2:24][CH2:25][CH3:26])[N:14]([CH2:15][C:16]([CH3:21])([CH3:22])[C:17]([NH2:35])=[O:19])[C:10]=2[C:9]2[CH:8]=[CH:7][CH:6]=[CH:5][C:4]=2[N:3]=1. (2) Given the reactants [NH2:1][C:2]1[N:7]=[CH:6][C:5](Br)=[CH:4][N:3]=1.[C:9]([O:14][CH3:15])(=[O:13])/[CH:10]=[CH:11]/[CH3:12].C(N(C(C)C)CC)(C)C.C1(C)C=CC=CC=1P(C1C=CC=CC=1C)C1C=CC=CC=1C, predict the reaction product. The product is: [CH3:15][O:14][C:9](=[O:13])[CH:10]=[C:11]([C:5]1[CH:4]=[N:3][C:2]([NH2:1])=[N:7][CH:6]=1)[CH3:12]. (3) Given the reactants N[C:2]1[CH:3]=[C:4]([CH:8]=[C:9]([C:11]([F:14])([F:13])[F:12])[CH:10]=1)[C:5]([OH:7])=[O:6].N([O-])=O.[Na+].[BrH:19], predict the reaction product. The product is: [Br:19][C:2]1[CH:3]=[C:4]([CH:8]=[C:9]([C:11]([F:14])([F:13])[F:12])[CH:10]=1)[C:5]([OH:7])=[O:6]. (4) Given the reactants OP([O-])(O)=O.[K+].[OH-].[Na+].O.S([O-])([O-])(=O)=O.C([N+:19]([CH2:28][CH2:29]CC)([CH2:24][CH2:25]CC)[CH2:20][CH2:21][CH2:22][CH3:23])CCC.C([N+:36](CCCC)(CCCC)CCCC)CCC.[CH3:49][CH2:50][CH2:51]CCC, predict the reaction product. The product is: [CH3:29][CH2:28][N:19]([C:20]1[CH:21]=[CH:22][C:23]([NH2:36])=[C:50]([CH3:51])[CH:49]=1)[CH2:24][CH3:25].